This data is from Reaction yield outcomes from USPTO patents with 853,638 reactions. The task is: Predict the reaction yield, written as a fraction of the theoretical maximum amount of product (1.0 means a 100% yield; for example, 0.34 means a 34% yield). (1) The reactants are [C:1]([C:5]1[NH:9][C:8]([N+:10]([O-:12])=[O:11])=[C:7]([C:13]([O:15]C)=[O:14])[CH:6]=1)([CH3:4])([CH3:3])[CH3:2].[OH-].[K+].Cl. No catalyst specified. The product is [C:1]([C:5]1[NH:9][C:8]([N+:10]([O-:12])=[O:11])=[C:7]([C:13]([OH:15])=[O:14])[CH:6]=1)([CH3:4])([CH3:2])[CH3:3]. The yield is 0.890. (2) The reactants are [NH2:1][C:2]1[C:10](C)=[C:9](OC)[CH:8]=[CH:7][C:3]=1[C:4]([NH2:6])=[O:5].[C:14](N)(=O)[C:15]1[CH:20]=[CH:19][CH:18]=[CH:17][CH:16]=1.[C:23](Cl)(=[O:30])C1C=CC=CC=1. No catalyst specified. The product is [CH3:23][O:30][C:10]1[CH:9]=[CH:8][CH:7]=[C:3]2[C:2]=1[N:1]=[C:14]([C:15]1[CH:20]=[CH:19][CH:18]=[CH:17][CH:16]=1)[N:6]=[C:4]2[OH:5]. The yield is 0.800.